Task: Predict the reaction yield, written as a fraction of the theoretical maximum amount of product (1.0 means a 100% yield; for example, 0.34 means a 34% yield).. Dataset: Reaction yield outcomes from USPTO patents with 853,638 reactions The reactants are [F:1][C:2]1[CH:7]=[CH:6][C:5]([CH2:8][CH2:9][N:10]2[C:14](=[O:15])[CH2:13][CH2:12][C:11]2=[O:16])=[CH:4][CH:3]=1.C[O:18][C:19]([C:21]1[C:26]([C:27](OC)=[O:28])=[CH:25][CH:24]=[CH:23][N:22]=1)=O.[H-].[Na+].Cl. The catalyst is O1CCCC1.C(OCC)C.CO. The product is [F:1][C:2]1[CH:3]=[CH:4][C:5]([CH2:8][CH2:9][N:10]2[C:14](=[O:15])[C:13]3[C:19]([OH:18])=[C:21]4[C:26]([CH:25]=[CH:24][CH:23]=[N:22]4)=[C:27]([OH:28])[C:12]=3[C:11]2=[O:16])=[CH:6][CH:7]=1. The yield is 0.580.